The task is: Predict the reaction yield, written as a fraction of the theoretical maximum amount of product (1.0 means a 100% yield; for example, 0.34 means a 34% yield).. This data is from Reaction yield outcomes from USPTO patents with 853,638 reactions. The yield is 0.730. The reactants are C([O:3][P:4]([CH2:9][CH2:10][N:11]([S:37]([CH3:40])(=[O:39])=[O:38])[CH2:12][C:13]([CH3:36])=[CH:14][CH2:15][C:16]1[C:17]([O:29]CC[Si](C)(C)C)=[C:18]2[C:22](=[C:23]([CH3:27])[C:24]=1[O:25][CH3:26])[CH2:21][O:20][C:19]2=[O:28])(=[O:8])[O:5]CC)C.C[Si](Br)(C)C.N1C(C)=CC=CC=1C.Cl. The product is [OH:29][C:17]1[C:16]([CH2:15][CH:14]=[C:13]([CH3:36])[CH2:12][N:11]([S:37]([CH3:40])(=[O:38])=[O:39])[CH2:10][CH2:9][P:4](=[O:3])([OH:8])[OH:5])=[C:24]([O:25][CH3:26])[C:23]([CH3:27])=[C:22]2[C:18]=1[C:19](=[O:28])[O:20][CH2:21]2. The catalyst is C(#N)C.CCOC(C)=O.